This data is from NCI-60 drug combinations with 297,098 pairs across 59 cell lines. The task is: Regression. Given two drug SMILES strings and cell line genomic features, predict the synergy score measuring deviation from expected non-interaction effect. Drug 1: C1=NC2=C(N1)C(=S)N=CN2. Drug 2: C1CCC(C(C1)N)N.C(=O)(C(=O)[O-])[O-].[Pt+4]. Cell line: K-562. Synergy scores: CSS=38.2, Synergy_ZIP=-3.55, Synergy_Bliss=-3.82, Synergy_Loewe=-15.5, Synergy_HSA=-3.39.